This data is from NCI-60 drug combinations with 297,098 pairs across 59 cell lines. The task is: Regression. Given two drug SMILES strings and cell line genomic features, predict the synergy score measuring deviation from expected non-interaction effect. (1) Drug 1: C1=NC2=C(N=C(N=C2N1C3C(C(C(O3)CO)O)F)Cl)N. Drug 2: CC(C)(C#N)C1=CC(=CC(=C1)CN2C=NC=N2)C(C)(C)C#N. Cell line: RPMI-8226. Synergy scores: CSS=-2.79, Synergy_ZIP=4.23, Synergy_Bliss=4.34, Synergy_Loewe=0.693, Synergy_HSA=-0.322. (2) Drug 1: CCCCCOC(=O)NC1=NC(=O)N(C=C1F)C2C(C(C(O2)C)O)O. Drug 2: CC1C(C(CC(O1)OC2CC(CC3=C2C(=C4C(=C3O)C(=O)C5=CC=CC=C5C4=O)O)(C(=O)C)O)N)O. Cell line: HCT116. Synergy scores: CSS=30.7, Synergy_ZIP=2.13, Synergy_Bliss=-2.27, Synergy_Loewe=-46.5, Synergy_HSA=-4.39.